Regression. Given a peptide amino acid sequence and an MHC pseudo amino acid sequence, predict their binding affinity value. This is MHC class II binding data. From a dataset of Peptide-MHC class II binding affinity with 134,281 pairs from IEDB. (1) The peptide sequence is LADKRPTAWFLPSIR. The MHC is DRB1_0301 with pseudo-sequence DRB1_0301. The binding affinity (normalized) is 0.475. (2) The peptide sequence is ELRKTYNLLDAVSRH. The MHC is DRB1_1302 with pseudo-sequence DRB1_1302. The binding affinity (normalized) is 0.590. (3) The peptide sequence is IQARAAALAFEQAYA. The MHC is DRB5_0101 with pseudo-sequence DRB5_0101. The binding affinity (normalized) is 0.300. (4) The peptide sequence is IKQTLIAIHTLAIRYANRTDV. The MHC is DRB1_1501 with pseudo-sequence DRB1_1501. The binding affinity (normalized) is 0.836. (5) The peptide sequence is HVKHFVINLIGDFEV. The MHC is HLA-DQA10401-DQB10402 with pseudo-sequence HLA-DQA10401-DQB10402. The binding affinity (normalized) is 0.481.